This data is from Reaction yield outcomes from USPTO patents with 853,638 reactions. The task is: Predict the reaction yield, written as a fraction of the theoretical maximum amount of product (1.0 means a 100% yield; for example, 0.34 means a 34% yield). (1) The reactants are C(Cl)(=O)C(Cl)=O.CS(C)=O.[OH:11][CH2:12][CH:13]1[CH2:18][CH2:17][N:16]([C:19]([O:21][CH2:22][CH3:23])=[O:20])[CH2:15][CH2:14]1.C(N(CC)CC)C. The catalyst is ClCCl. The product is [CH:12]([CH:13]1[CH2:18][CH2:17][N:16]([C:19]([O:21][CH2:22][CH3:23])=[O:20])[CH2:15][CH2:14]1)=[O:11]. The yield is 0.900. (2) The reactants are [Br:1][C:2]1[CH:7]=[CH:6][C:5]([N:8]2[C:19]3[C:11](=[CH:12][C:13]4[S:17][CH:16]=[N:15][C:14]=4[C:18]=3[F:20])[NH:10][C:9]2=[O:21])=[C:4]([Cl:22])[CH:3]=1.C(N(CC)CC)C.[CH:30]1([S:33](Cl)(=[O:35])=[O:34])[CH2:32][CH2:31]1. The catalyst is C(Cl)Cl.CN(C1C=CN=CC=1)C. The product is [Br:1][C:2]1[CH:7]=[CH:6][C:5]([N:8]2[C:19]3[C:11](=[CH:12][C:13]4[S:17][CH:16]=[N:15][C:14]=4[C:18]=3[F:20])[N:10]([S:33]([CH:30]3[CH2:32][CH2:31]3)(=[O:35])=[O:34])[C:9]2=[O:21])=[C:4]([Cl:22])[CH:3]=1. The yield is 0.951. (3) The reactants are Cl[C:2]1[C:11]2[C:6](=[CH:7][C:8]([CH2:12][N:13]3[CH2:18][C@H:17]([C:19]([F:22])([F:21])[F:20])[O:16][C@H:15]([CH3:23])[CH2:14]3)=[CH:9][CH:10]=2)[N:5]=[C:4]([C:24]#[N:25])[CH:3]=1.[CH3:26][N:27]1[CH:31]=[C:30](B2OC(C)(C)C(C)(C)O2)[CH:29]=[N:28]1.CC(C1C=C(C(C)C)C(C2C=CC=CC=2P(C2CCCCC2)C2CCCCC2)=C(C(C)C)C=1)C.[O-]P([O-])([O-])=O.[K+].[K+].[K+]. The catalyst is C1COCC1.CC([O-])=O.CC([O-])=O.[Pd+2]. The product is [CH3:26][N:27]1[CH:31]=[C:30]([C:2]2[C:11]3[C:6](=[CH:7][C:8]([CH2:12][N:13]4[CH2:18][C@H:17]([C:19]([F:20])([F:21])[F:22])[O:16][C@H:15]([CH3:23])[CH2:14]4)=[CH:9][CH:10]=3)[N:5]=[C:4]([C:24]#[N:25])[CH:3]=2)[CH:29]=[N:28]1. The yield is 0.670. (4) The reactants are [CH3:1][N:2]1[CH2:23][C:8]23[CH2:9][CH2:10][CH:11]4[CH:20]([CH:7]2[CH2:6][CH2:5][CH:4]3[CH:3]1[CH3:24])[CH2:19][CH:18]=[C:17]1[C:12]4([CH3:22])[CH2:13][CH2:14][CH:15]([OH:21])[CH2:16]1.CC(OI1(OC(C)=O)(OC(C)=O)OC(=O)C2C=CC=CC1=2)=O. The catalyst is ClCCl. The product is [CH3:1][N:2]1[CH2:23][C:8]23[CH2:9][CH2:10][CH:11]4[CH:20]([CH:7]2[CH2:6][CH2:5][CH:4]3[CH:3]1[CH3:24])[CH2:19][CH:18]=[C:17]1[C:12]4([CH3:22])[CH2:13][CH2:14][C:15](=[O:21])[CH2:16]1. The yield is 0.830. (5) The reactants are [CH3:1][N:2]1[CH2:6][CH2:5][CH2:4][CH:3]1[C:7]1[CH:12]([Si:13]([CH3:16])([CH3:15])[CH3:14])[CH:11]=[CH:10][N:9]([Si](C)(C)C)[CH:8]=1.[CH3:21][N:22]([CH3:26])[C:23](Cl)=[O:24].C([O-])(O)=O.[Na+]. The catalyst is C(Cl)Cl. The product is [CH3:21][N:22]([CH3:26])[C:23]([N:9]1[CH:10]=[CH:11][C@H:12]([Si:13]([CH3:16])([CH3:15])[CH3:14])[C:7]([CH:3]2[CH2:4][CH2:5][CH2:6][N:2]2[CH3:1])=[CH:8]1)=[O:24]. The yield is 0.590. (6) The yield is 0.640. No catalyst specified. The reactants are [OH:1][C:2]1[CH:34]=[CH:33][C:5]2[C:6](=[O:32])/[C:7](=[CH:9]/[C:10]3[C:18]4[C:13](=[CH:14][CH:15]=[CH:16][CH:17]=4)[N:12]([S:19]([C:22]4[CH:27]=[CH:26][C:25]([C:28]([F:31])([F:30])[F:29])=[CH:24][CH:23]=4)(=[O:21])=[O:20])[CH:11]=3)/[O:8][C:4]=2[C:3]=1[CH2:35][N:36]1[CH2:41][CH2:40][N:39](C(OC(C)(C)C)=O)[CH2:38][CH2:37]1.FC(F)(F)C(O)=O.C(Cl)[Cl:57]. The product is [ClH:57].[ClH:57].[OH:1][C:2]1[CH:34]=[CH:33][C:5]2[C:6](=[O:32])/[C:7](=[CH:9]/[C:10]3[C:18]4[C:13](=[CH:14][CH:15]=[CH:16][CH:17]=4)[N:12]([S:19]([C:22]4[CH:27]=[CH:26][C:25]([C:28]([F:31])([F:29])[F:30])=[CH:24][CH:23]=4)(=[O:21])=[O:20])[CH:11]=3)/[O:8][C:4]=2[C:3]=1[CH2:35][N:36]1[CH2:41][CH2:40][NH:39][CH2:38][CH2:37]1. (7) The reactants are [CH3:1][N:2]1[C@@H:18]2[CH2:19][C:7]3[CH:8]=[CH:9][C:10]([O:22][CH3:23])=[C:11]4[O:12][C@H:13]5[C:14]([O:20][CH3:21])=[CH:15][CH:16]=[C:17]2[C@:5]5([C:6]=34)[CH2:4][CH2:3]1.C(CN)O.O. The catalyst is COCC(O)C. The product is [CH3:1][N:2]1[C@@H:18]2[CH2:19][C:7]3[CH:8]=[CH:9][C:10]([O:22][CH3:23])=[C:11]4[O:12][C@H:13]5[C:14]([O:20][CH3:21])=[CH:15][CH2:16][C@@H:17]2[C@:5]5([C:6]=34)[CH2:4][CH2:3]1. The yield is 0.901. (8) The reactants are [CH3:1][C:2]1([CH3:19])[C:13]2[C:14]3[N:5]([C:6](=[O:18])[C:7](=[O:17])[NH:8][C:9]=3[CH:10]=[C:11]([CH3:16])[C:12]=2[CH3:15])[CH2:4][CH2:3]1.[H-].[Na+].Br[CH2:23]/[CH:24]=[CH:25]\[C@H:26]1[CH2:30][O:29][C:28]([CH3:32])([CH3:31])[O:27]1.O. The catalyst is CN(C=O)C. The product is [CH3:31][C:28]1([CH3:32])[O:27][C@@H:26](/[CH:25]=[CH:24]\[CH2:23][N:8]2[C:9]3[CH:10]=[C:11]([CH3:16])[C:12]([CH3:15])=[C:13]4[C:2]([CH3:19])([CH3:1])[CH2:3][CH2:4][N:5]([C:14]=34)[C:6](=[O:18])[C:7]2=[O:17])[CH2:30][O:29]1. The yield is 0.740.